Dataset: Reaction yield outcomes from USPTO patents with 853,638 reactions. Task: Predict the reaction yield, written as a fraction of the theoretical maximum amount of product (1.0 means a 100% yield; for example, 0.34 means a 34% yield). The reactants are [CH2:1]([NH:8][CH2:9][C@@H:10]([C:19]1[CH:28]=[CH:27][C:26]([O:29][CH2:30][C:31]2[CH:36]=[CH:35][CH:34]=[CH:33][CH:32]=2)=[C:25]2[C:20]=1[CH:21]=[CH:22][C:23](=[O:37])[NH:24]2)[O:11][Si:12]([C:15]([CH3:18])([CH3:17])[CH3:16])([CH3:14])[CH3:13])[C:2]1[CH:7]=[CH:6][CH:5]=[CH:4][CH:3]=1.C(O)(=O)C.O=[CH:43][CH2:44][CH2:45][CH2:46][CH2:47][CH2:48][CH2:49][CH2:50][CH2:51][N:52]1[CH2:57][CH2:56][CH:55]([O:58][C:59](=[O:73])[NH:60][C:61]2[CH:66]=[CH:65][CH:64]=[CH:63][C:62]=2[C:67]2[CH:72]=[CH:71][CH:70]=[CH:69][CH:68]=2)[CH2:54][CH2:53]1.C(O[BH-](OC(=O)C)OC(=O)C)(=O)C.[Na+].C(=O)(O)[O-].[Na+]. The catalyst is ClCCl. The product is [CH2:1]([N:8]([CH2:9][C@@H:10]([C:19]1[CH:28]=[CH:27][C:26]([O:29][CH2:30][C:31]2[CH:32]=[CH:33][CH:34]=[CH:35][CH:36]=2)=[C:25]2[C:20]=1[CH:21]=[CH:22][C:23](=[O:37])[NH:24]2)[O:11][Si:12]([C:15]([CH3:18])([CH3:17])[CH3:16])([CH3:14])[CH3:13])[CH2:43][CH2:44][CH2:45][CH2:46][CH2:47][CH2:48][CH2:49][CH2:50][CH2:51][N:52]1[CH2:53][CH2:54][CH:55]([O:58][C:59](=[O:73])[NH:60][C:61]2[CH:66]=[CH:65][CH:64]=[CH:63][C:62]=2[C:67]2[CH:68]=[CH:69][CH:70]=[CH:71][CH:72]=2)[CH2:56][CH2:57]1)[C:2]1[CH:7]=[CH:6][CH:5]=[CH:4][CH:3]=1. The yield is 0.800.